Dataset: Reaction yield outcomes from USPTO patents with 853,638 reactions. Task: Predict the reaction yield, written as a fraction of the theoretical maximum amount of product (1.0 means a 100% yield; for example, 0.34 means a 34% yield). (1) The reactants are [CH:1]1([CH:6]([N:10]2[CH:14]=[C:13]([C:15]3[C:16]4[CH:23]=[CH:22][N:21](COCC[Si](C)(C)C)[C:17]=4[N:18]=[CH:19][N:20]=3)[CH:12]=[N:11]2)[CH2:7][C:8]#[CH:9])[CH2:5][CH2:4][CH2:3][CH2:2]1.[C:32]([OH:38])([C:34]([F:37])([F:36])[F:35])=[O:33]. The catalyst is C(Cl)Cl. The product is [F:35][C:34]([F:37])([F:36])[C:32]([OH:38])=[O:33].[CH:1]1([CH:6]([N:10]2[CH:14]=[C:13]([C:15]3[C:16]4[CH:23]=[CH:22][NH:21][C:17]=4[N:18]=[CH:19][N:20]=3)[CH:12]=[N:11]2)[CH2:7][C:8]#[CH:9])[CH2:5][CH2:4][CH2:3][CH2:2]1. The yield is 0.600. (2) The reactants are [Cl:1][C:2]1[CH:7]=[C:6]([Cl:8])[C:5]([N+:9]([O-:11])=[O:10])=[CH:4][C:3]=1[S:12]([CH3:14])=[O:13].ClC1C=C(C=CC=1)C(OO)=[O:20].C([O-])(O)=O.[Na+]. The catalyst is ClCCl. The yield is 1.00. The product is [Cl:1][C:2]1[CH:7]=[C:6]([Cl:8])[C:5]([N+:9]([O-:11])=[O:10])=[CH:4][C:3]=1[S:12]([CH3:14])(=[O:20])=[O:13]. (3) The reactants are [CH2:1]([N:8]1[C:13](=[O:14])[C:12]2[C:15]([CH3:18])=[N:16][S:17][C:11]=2[N:10]=[C:9]1[CH:19](Br)[CH:20]([CH3:22])[CH3:21])[C:2]1[CH:7]=[CH:6][CH:5]=[CH:4][CH:3]=1.[N-:24]=[N+:25]=[N-:26].[Na+].[Br-]. The catalyst is CN(C=O)C. The product is [N:24]([CH:19]([C:9]1[N:8]([CH2:1][C:2]2[CH:7]=[CH:6][CH:5]=[CH:4][CH:3]=2)[C:13](=[O:14])[C:12]2[C:15]([CH3:18])=[N:16][S:17][C:11]=2[N:10]=1)[CH:20]([CH3:22])[CH3:21])=[N+:25]=[N-:26]. The yield is 0.940. (4) The reactants are [F:1][C:2]1[CH:3]=[C:4]([N:9]2[C:14](=[O:15])[C:13]([O:16][CH2:17][C:18](=O)[CH3:19])=[C:12]([C:21]3[CH:26]=[CH:25][C:24]([S:27]([CH3:30])(=[O:29])=[O:28])=[CH:23][CH:22]=3)[CH:11]=[N:10]2)[CH:5]=[CH:6][C:7]=1[F:8].Cl.[CH3:32][O:33][NH2:34].O.O.O.C([O-])(=O)C.[Na+]. The catalyst is O.O1CCOCC1. The product is [F:1][C:2]1[CH:3]=[C:4]([N:9]2[C:14](=[O:15])[C:13]([O:16][CH2:17][C:18](=[N:34][O:33][CH3:32])[CH3:19])=[C:12]([C:21]3[CH:22]=[CH:23][C:24]([S:27]([CH3:30])(=[O:28])=[O:29])=[CH:25][CH:26]=3)[CH:11]=[N:10]2)[CH:5]=[CH:6][C:7]=1[F:8]. The yield is 0.150. (5) The reactants are [Cl:1][C:2]1[CH:7]=[CH:6][C:5]([S:8]([CH:11]([C:25]2[CH:30]=[C:29]([F:31])[CH:28]=[CH:27][C:26]=2[F:32])[CH:12]2[CH2:17][CH2:16][N:15](C(OC(C)(C)C)=O)[CH2:14][CH2:13]2)(=[O:10])=[O:9])=[CH:4][CH:3]=1.FC(F)(F)C(O)=O. The catalyst is ClCCl. The product is [Cl:1][C:2]1[CH:7]=[CH:6][C:5]([S:8]([CH:11]([C:25]2[CH:30]=[C:29]([F:31])[CH:28]=[CH:27][C:26]=2[F:32])[CH:12]2[CH2:17][CH2:16][NH:15][CH2:14][CH2:13]2)(=[O:9])=[O:10])=[CH:4][CH:3]=1. The yield is 0.830. (6) The reactants are Br[C:2]([CH3:9])([CH3:8])[C:3]([O:5][CH2:6][CH3:7])=[O:4].[CH:10]1([NH2:13])[CH2:12][CH2:11]1.C([O-])([O-])=O.[K+].[K+]. The catalyst is CC#N. The product is [CH:10]1([NH:13][C:2]([CH3:9])([CH3:8])[C:3]([O:5][CH2:6][CH3:7])=[O:4])[CH2:12][CH2:11]1. The yield is 0.460.